Dataset: Full USPTO retrosynthesis dataset with 1.9M reactions from patents (1976-2016). Task: Predict the reactants needed to synthesize the given product. (1) Given the product [CH2:9]=[C:8]([CH2:10][C:11](=[O:12])[C:1]1[CH:6]=[CH:5][CH:4]=[CH:3][CH:2]=1)[C:7]([OH:14])=[O:13], predict the reactants needed to synthesize it. The reactants are: [CH:1]1[CH:6]=[CH:5][CH:4]=[CH:3][CH:2]=1.[C:7]1(=[O:14])[O:13][C:11](=[O:12])[CH2:10][C:8]1=[CH2:9].[Cl-].[Al+3].[Cl-].[Cl-].Cl. (2) Given the product [NH2:23][C:14]1[C:13]2=[N:12][N:11]([CH2:24][CH2:25][CH3:26])[C:10]([CH2:9][C:8]([NH:7][C:3](=[O:4])[CH:2]([CH3:6])[CH3:1])([CH3:28])[CH3:27])=[C:22]2[C:21]2[CH:20]=[CH:19][CH:18]=[CH:17][C:16]=2[N:15]=1, predict the reactants needed to synthesize it. The reactants are: [CH3:1][CH:2]([CH3:6])[C:3](Cl)=[O:4].[NH2:7][C:8]([CH3:28])([CH3:27])[CH2:9][C:10]1[N:11]([CH2:24][CH2:25][CH3:26])[N:12]=[C:13]2[C:22]=1[C:21]1[CH:20]=[CH:19][CH:18]=[CH:17][C:16]=1[N:15]=[C:14]2[NH2:23].C(N(CC)CC)C.Cl.C(=O)([O-])[O-].[Na+].[Na+]. (3) Given the product [CH3:20][C@@:10]12[C:17]([CH3:19])([CH3:18])[C@@H:13]([C:14]3[C:15](=[O:16])[N:7]([C:1]4[CH:2]=[CH:3][CH:4]=[CH:5][CH:6]=4)[N:8]([CH2:22][CH:23]=[C:24]([CH3:26])[CH3:25])[C:9]=31)[CH2:12][CH2:11]2, predict the reactants needed to synthesize it. The reactants are: [C:1]1([N:7]2[C:15](=[O:16])[C:14]3[C@@H:13]4[C:17]([CH3:19])([CH3:18])[C@@:10]([CH3:20])([CH2:11][CH2:12]4)[C:9]=3[NH:8]2)[CH:6]=[CH:5][CH:4]=[CH:3][CH:2]=1.Br[CH2:22][CH:23]=[C:24]([CH3:26])[CH3:25]. (4) The reactants are: C(N(P(N(C(C)C)C(C)C)(Cl)([O-])[O-])C(C)C)(C)C.[C:19]([NH:22][C:23]1[CH:59]=[CH:58][N:26]([C@@H:27]2[O:57][C@H:31]([CH2:32][O:33][C:34]([C:51]3[CH:56]=[CH:55][CH:54]=[CH:53][CH:52]=3)([C:43]3[CH:48]=[CH:47][C:46]([O:49][CH3:50])=[CH:45][CH:44]=3)[C:35]3[CH:40]=[CH:39][C:38]([O:41][CH3:42])=[CH:37][CH:36]=3)[C@@H:29]([OH:30])[CH2:28]2)[C:25](=[O:60])[N:24]=1)(=[O:21])[CH3:20].C(N(C(C)C)C(C)C)C.C(O[C@@H]1[C@@H](OC(=O)C)[C@@H](OC(=O)C)[C@@H](COC(=O)C)O[C@H]1OCCOCCO)(=O)C.N1C=NN=N1.C(NC1C=CN([C@@H]2O[C@H](COC(C3C=CC=CC=3)(C3C=CC(OC)=CC=3)C3C=CC(OC)=CC=3)[C@@H]([O:116][P:117]([N:149]([CH:153]([CH3:155])[CH3:154])[CH:150]([CH3:152])[CH3:151])([O:119][CH2:120][CH2:121][O:122][CH2:123][CH2:124][O:125][C@@H:126]3[O:143][C@H:142]([CH2:144][O:145][C:146](=[O:148])[CH3:147])[C@@H:137]([O:138][C:139](=[O:141])[CH3:140])[C@H:132]([O:133][C:134](=[O:136])[CH3:135])[C@H:127]3[O:128][C:129](=[O:131])[CH3:130])=O)C2)C(=O)N=1)(=O)C. Given the product [C:19]([NH:22][C:23]1[CH:59]=[CH:58][N:26]([C@@H:27]2[O:57][C@H:31]([CH2:32][O:33][C:34]([C:51]3[CH:56]=[CH:55][CH:54]=[CH:53][CH:52]=3)([C:43]3[CH:48]=[CH:47][C:46]([O:49][CH3:50])=[CH:45][CH:44]=3)[C:35]3[CH:36]=[CH:37][C:38]([O:41][CH3:42])=[CH:39][CH:40]=3)[C@@H:29]([O:30][P:117]([N:149]([CH:153]([CH3:155])[CH3:154])[CH:150]([CH3:151])[CH3:152])([O:119][CH2:120][CH2:121][O:122][CH2:123][CH2:124][O:125][C@@H:126]3[O:143][C@H:142]([CH2:144][O:145][C:146](=[O:148])[CH3:147])[C@H:137]([O:138][C:139](=[O:141])[CH3:140])[C@H:132]([O:133][C:134](=[O:136])[CH3:135])[C@H:127]3[O:128][C:129](=[O:131])[CH3:130])=[O:116])[CH2:28]2)[C:25](=[O:60])[N:24]=1)(=[O:21])[CH3:20], predict the reactants needed to synthesize it. (5) Given the product [Cl:3][C:4]1[CH:9]=[CH:8][C:7]([O:10][C:11]2([C:27]([OH:26])=[O:1])[CH2:16][CH2:15][CH2:14][CH2:13][CH2:12]2)=[CH:6][CH:5]=1, predict the reactants needed to synthesize it. The reactants are: [OH-:1].[Na+].[Cl:3][C:4]1[CH:9]=[CH:8][C:7]([OH:10])=[CH:6][CH:5]=1.[C:11]1(=O)[CH2:16][CH2:15][CH2:14][CH2:13][CH2:12]1.C(Cl)(Cl)Cl.Cl.C1[CH2:27][O:26]CC1. (6) Given the product [Cl:30][C:44]1[CH:45]=[C:46]([C:14]2[O:16][C:10]([CH2:9][NH:8][C:6](=[O:7])[C:5]3[CH:21]=[CH:22][C:23]([N:24]4[CH:28]=[C:27]([CH3:29])[N:26]=[CH:25]4)=[C:3]([O:2][CH3:1])[CH:4]=3)=[N:12][N:13]=2)[CH:47]=[CH:48][CH:49]=1, predict the reactants needed to synthesize it. The reactants are: [CH3:1][O:2][C:3]1[CH:4]=[C:5]([CH:21]=[CH:22][C:23]=1[N:24]1[CH:28]=[C:27]([CH3:29])[N:26]=[CH:25]1)[C:6]([NH:8][CH2:9][C:10]([NH:12][NH:13][C:14]([O:16]C(C)(C)C)=O)=O)=[O:7].[ClH:30].CN(C)CCCN=C=NCC.C([C:44]1[CH:45]=[C:46](CCNC(=O)[C:44]2[CH:49]=[CH:48][C:47](N3C=C(C)N=C3)=[C:46](OC)[CH:45]=2)[CH:47]=[CH:48][CH:49]=1)#N.NCC(NNC(OC(C)(C)C)=O)=O.